From a dataset of Merck oncology drug combination screen with 23,052 pairs across 39 cell lines. Regression. Given two drug SMILES strings and cell line genomic features, predict the synergy score measuring deviation from expected non-interaction effect. (1) Drug 1: CN(C)C(=N)N=C(N)N. Drug 2: CC(C)CC(NC(=O)C(Cc1ccccc1)NC(=O)c1cnccn1)B(O)O. Cell line: EFM192B. Synergy scores: synergy=-6.76. (2) Drug 1: N#Cc1ccc(Cn2cncc2CN2CCN(c3cccc(Cl)c3)C(=O)C2)cc1. Drug 2: Cn1cc(-c2cnn3c(N)c(Br)c(C4CCCNC4)nc23)cn1. Cell line: MSTO. Synergy scores: synergy=1.66. (3) Drug 1: COc1cccc2c1C(=O)c1c(O)c3c(c(O)c1C2=O)CC(O)(C(=O)CO)CC3OC1CC(N)C(O)C(C)O1. Drug 2: CC1(c2nc3c(C(N)=O)cccc3[nH]2)CCCN1. Cell line: A2058. Synergy scores: synergy=-7.85. (4) Drug 1: CN(C)C(=N)N=C(N)N. Drug 2: O=C(O)C1(Cc2cccc(Nc3nccs3)n2)CCC(Oc2cccc(Cl)c2F)CC1. Cell line: PA1. Synergy scores: synergy=1.76. (5) Drug 1: COC12C(COC(N)=O)C3=C(C(=O)C(C)=C(N)C3=O)N1CC1NC12. Drug 2: O=C(CCCCCCC(=O)Nc1ccccc1)NO. Cell line: NCIH2122. Synergy scores: synergy=15.6. (6) Drug 1: CN(C)C(=N)N=C(N)N. Drug 2: CC1(c2nc3c(C(N)=O)cccc3[nH]2)CCCN1. Cell line: ZR751. Synergy scores: synergy=-16.6. (7) Drug 1: COc1cc(C2c3cc4c(cc3C(OC3OC5COC(C)OC5C(O)C3O)C3COC(=O)C23)OCO4)cc(OC)c1O. Drug 2: Cn1c(=O)n(-c2ccc(C(C)(C)C#N)cc2)c2c3cc(-c4cnc5ccccc5c4)ccc3ncc21. Cell line: SW620. Synergy scores: synergy=1.29.